From a dataset of NCI-60 drug combinations with 297,098 pairs across 59 cell lines. Regression. Given two drug SMILES strings and cell line genomic features, predict the synergy score measuring deviation from expected non-interaction effect. (1) Synergy scores: CSS=13.9, Synergy_ZIP=-3.51, Synergy_Bliss=-5.41, Synergy_Loewe=-5.16, Synergy_HSA=-2.83. Drug 1: C1C(C(OC1N2C=NC3=C(N=C(N=C32)Cl)N)CO)O. Drug 2: CC(C)NC(=O)C1=CC=C(C=C1)CNNC.Cl. Cell line: PC-3. (2) Drug 1: C1=CN(C=N1)CC(O)(P(=O)(O)O)P(=O)(O)O. Drug 2: C1CN1C2=NC(=NC(=N2)N3CC3)N4CC4. Cell line: BT-549. Synergy scores: CSS=11.2, Synergy_ZIP=-0.627, Synergy_Bliss=0.909, Synergy_Loewe=-7.53, Synergy_HSA=-2.75.